From a dataset of Forward reaction prediction with 1.9M reactions from USPTO patents (1976-2016). Predict the product of the given reaction. (1) Given the reactants C([O:3][C:4](=[O:29])[CH2:5][CH2:6][CH2:7][N:8]([CH2:10][CH2:11][O:12][C:13]1[CH:18]=[CH:17][C:16]([N:19]2[C:27]([Cl:28])=[C:26]3[C:21]([CH:22]=[CH:23][CH:24]=[CH:25]3)=[N:20]2)=[CH:15][CH:14]=1)[CH3:9])C.[OH-].[Na+], predict the reaction product. The product is: [Cl:28][C:27]1[N:19]([C:16]2[CH:15]=[CH:14][C:13]([O:12][CH2:11][CH2:10][N:8]([CH3:9])[CH2:7][CH2:6][CH2:5][C:4]([OH:29])=[O:3])=[CH:18][CH:17]=2)[N:20]=[C:21]2[C:26]=1[CH:25]=[CH:24][CH:23]=[CH:22]2. (2) Given the reactants [CH:1](=[CH:10][C:11]([OH:13])=[O:12])[CH:2]=[CH:3][C:4]1[CH:9]=[CH:8][CH:7]=[CH:6][CH:5]=1.[CH2:14]([CH:16]1[O:18][CH2:17]1)Cl, predict the reaction product. The product is: [CH:1](=[CH:10][C:11]([O:13][CH2:14][CH:16]1[O:18][CH2:17]1)=[O:12])[CH:2]=[CH:3][C:4]1[CH:5]=[CH:6][CH:7]=[CH:8][CH:9]=1. (3) Given the reactants [C:1]([N:9]=[C:10]=[S:11])(=[O:8])[C:2]1[CH:7]=[CH:6][CH:5]=[CH:4][CH:3]=1.[Br:12][C:13]1[C:14]([O:20][C:21]2[C:26]([F:27])=[CH:25][CH:24]=[CH:23][C:22]=2[F:28])=[CH:15][C:16]([NH2:19])=[N:17][CH:18]=1, predict the reaction product. The product is: [Br:12][C:13]1[C:14]([O:20][C:21]2[C:26]([F:27])=[CH:25][CH:24]=[CH:23][C:22]=2[F:28])=[CH:15][C:16]([NH:19][C:10]([NH:9][C:1](=[O:8])[C:2]2[CH:7]=[CH:6][CH:5]=[CH:4][CH:3]=2)=[S:11])=[N:17][CH:18]=1. (4) Given the reactants [N+](=[CH2:3])=[N-].[F:4][C:5]1[CH:10]=[CH:9][C:8]([C:11]2[O:12][CH:13]=[C:14]([CH:16]=[O:17])[N:15]=2)=[CH:7][CH:6]=1, predict the reaction product. The product is: [F:4][C:5]1[CH:6]=[CH:7][C:8]([C:11]2[O:12][CH:13]=[C:14]([C:16](=[O:17])[CH3:3])[N:15]=2)=[CH:9][CH:10]=1. (5) The product is: [ClH:54].[ClH:54].[C:48]([O:33][C@H:25]1[CH2:26][C:27]2[C:32](=[CH:31][CH:30]=[CH:29][CH:28]=2)[C@@H:24]1[NH:23][C:22]([C@@H:21]1[CH2:20][N:19]2[CH2:35][C:36]([F:38])([F:39])[CH2:37][C@@H:18]2[CH2:17][N:16]1[C:14](=[O:15])[C@H:13]([CH:40]1[CH2:45][CH2:44][CH2:43][CH2:42][CH2:41]1)[NH:12][C:10](=[O:11])[C@H:9]([CH3:46])[NH:7][CH3:8])=[O:34])(=[O:50])[CH3:49]. Given the reactants C(OC(=O)[N:7]([C@@H:9]([CH3:46])[C:10]([NH:12][C@@H:13]([CH:40]1[CH2:45][CH2:44][CH2:43][CH2:42][CH2:41]1)[C:14]([N:16]1[C@H:21]([C:22](=[O:34])[NH:23][C@H:24]2[C:32]3[C:27](=[CH:28][CH:29]=[CH:30][CH:31]=3)[CH2:26][C@@H:25]2[OH:33])[CH2:20][N:19]2[CH2:35][C:36]([F:39])([F:38])[CH2:37][C@@H:18]2[CH2:17]1)=[O:15])=[O:11])[CH3:8])(C)(C)C.[C:48](OCC)(=[O:50])[CH3:49].[ClH:54], predict the reaction product.